Dataset: Catalyst prediction with 721,799 reactions and 888 catalyst types from USPTO. Task: Predict which catalyst facilitates the given reaction. (1) Reactant: CC1C=CC(S(OCC2CC3C(F)=CC=C(C4C=CC=CC=4C)C=3O2)(=O)=O)=CC=1.[N-]=[N+]=[N-].[Na+].[N:34]([CH2:37][CH:38]1[CH2:42][C:41]2[C:43]([F:54])=[CH:44][CH:45]=[C:46]([C:47]3[CH:52]=[CH:51][CH:50]=[CH:49][C:48]=3[CH3:53])[C:40]=2[O:39]1)=[N+]=[N-].[N-]=[N+]=[N-]. Product: [F:54][C:43]1[C:41]2[CH2:42][CH:38]([CH2:37][NH2:34])[O:39][C:40]=2[C:46]([C:47]2[CH:52]=[CH:51][CH:50]=[CH:49][C:48]=2[CH3:53])=[CH:45][CH:44]=1. The catalyst class is: 45. (2) Reactant: [F:1][C:2]([F:51])([F:50])[C:3]1[CH:4]=[C:5]([CH:43]=[C:44]([C:46]([F:49])([F:48])[F:47])[CH:45]=1)[CH2:6][N:7]([CH2:20][C:21]1[CH:26]=[C:25]([C:27]([F:30])([F:29])[F:28])[CH:24]=[CH:23][C:22]=1[N:31]([CH2:41][CH3:42])[CH2:32][CH2:33][C:34]([O:36]C(C)(C)C)=[O:35])[C:8]1[N:13]=[CH:12][C:11]([N:14]2[CH2:19][CH2:18][O:17][CH2:16][CH2:15]2)=[CH:10][N:9]=1.C(=O)(O)[O-].[Na+]. Product: [F:51][C:2]([F:1])([F:50])[C:3]1[CH:4]=[C:5]([CH:43]=[C:44]([C:46]([F:47])([F:49])[F:48])[CH:45]=1)[CH2:6][N:7]([CH2:20][C:21]1[CH:26]=[C:25]([C:27]([F:28])([F:29])[F:30])[CH:24]=[CH:23][C:22]=1[N:31]([CH2:41][CH3:42])[CH2:32][CH2:33][C:34]([OH:36])=[O:35])[C:8]1[N:13]=[CH:12][C:11]([N:14]2[CH2:15][CH2:16][O:17][CH2:18][CH2:19]2)=[CH:10][N:9]=1. The catalyst class is: 601. (3) Reactant: [CH3:1][C:2]1[NH:6][C:5]2[C:7]([C:17]([O:19]C)=[O:18])=[CH:8][C:9]([N:11]3[CH2:16][CH2:15][O:14][CH2:13][CH2:12]3)=[CH:10][C:4]=2[N:3]=1.Br[CH:22]([C:24]1[CH:29]=[CH:28][CH:27]=[C:26]([Cl:30])[CH:25]=1)[CH3:23].C(=O)([O-])[O-].[K+].[K+].[OH-].[Li+]. Product: [Cl:30][C:26]1[CH:25]=[C:24]([CH:22]([N:3]2[C:4]3[CH:10]=[C:9]([N:11]4[CH2:16][CH2:15][O:14][CH2:13][CH2:12]4)[CH:8]=[C:7]([C:17]([OH:19])=[O:18])[C:5]=3[N:6]=[C:2]2[CH3:1])[CH3:23])[CH:29]=[CH:28][CH:27]=1. The catalyst class is: 782. (4) Reactant: [NH2:1][C:2]1[CH:9]=[CH:8][CH:7]=[C:6]([C:10]2[O:11][CH2:12][CH2:13][CH:14]=2)[C:3]=1[C:4]#[N:5].C([O-])=O.[NH4+].[S:19](Cl)(=[O:22])(=[O:21])[NH2:20]. Product: [S:19]([NH:1][C:2]1[CH:9]=[CH:8][CH:7]=[C:6]([CH:10]2[CH2:14][CH2:13][CH2:12][O:11]2)[C:3]=1[C:4]#[N:5])(=[O:22])(=[O:21])[NH2:20]. The catalyst class is: 19. (5) Reactant: [NH2:1][C:2]1[C:11]([N+:12]([O-])=O)=[CH:10][C:9]([Br:15])=[C:8]([O:16][CH3:17])[C:3]=1[C:4]([O:6][CH3:7])=[O:5].O.O.[Sn](Cl)Cl.C(=O)(O)[O-].[Na+].O.[F:29][C:30]1[CH:31]=[C:32]([C:37]([CH:39]=O)=O)[CH:33]=[CH:34][C:35]=1[F:36]. Product: [Br:15][C:9]1[C:8]([O:16][CH3:17])=[C:3]([C:4]([O:6][CH3:7])=[O:5])[C:2]2[N:1]=[C:37]([C:32]3[CH:33]=[CH:34][C:35]([F:36])=[C:30]([F:29])[CH:31]=3)[CH:39]=[N:12][C:11]=2[CH:10]=1. The catalyst class is: 40. (6) Reactant: [CH3:1][O:2][CH2:3][CH2:4][O:5][C:6]1[C:7]([CH3:19])=[C:8]([CH:12]=[CH:13][C:14]=1[S:15]([CH3:18])(=[O:17])=[O:16])[C:9](O)=[O:10].C(Cl)(=O)C([Cl:23])=O.CN(C=O)C. Product: [CH3:1][O:2][CH2:3][CH2:4][O:5][C:6]1[C:7]([CH3:19])=[C:8]([CH:12]=[CH:13][C:14]=1[S:15]([CH3:18])(=[O:17])=[O:16])[C:9]([Cl:23])=[O:10]. The catalyst class is: 22. (7) Reactant: C(OC(=O)C1C=C(OC(F)(F)F)C(CN2CC[C@@H](NC(OC(C)(C)C)=O)C2)=CC=1[N+]([O-])=O)C.C(OC(N1CCN(CC2C=C(N)C(C(OCC)=O)=CC=2OC(F)(F)F)CC1)=O)(C)(C)C.C(OC(N1CCN(CC2C=C(N)C(C(O)=O)=CC=2OC(F)(F)F)CC1)=O)(C)(C)C.C(OC(N1CCN(CC2C=C(N)C(C(=O)NCC3C=C(Cl)C=CC=3S(CC)(=O)=O)=CC=2OC(F)(F)F)CC1)=O)(C)(C)C.[C:136]([O:140][C:141]([N:143]1[CH2:148][CH2:147][N:146]([CH2:149][C:150]2[CH:159]=[C:158]3[C:153]([C:154](=[O:174])[N:155]([CH2:161][C:162]4[CH:167]=[C:166]([Cl:168])[CH:165]=[CH:164][C:163]=4[S:169]([CH2:172][CH3:173])(=[O:171])=[O:170])[C:156](=[O:160])[NH:157]3)=[CH:152][C:151]=2[O:175][C:176]([F:179])([F:178])[F:177])[CH2:145][CH2:144]1)=[O:142])([CH3:139])([CH3:138])[CH3:137]. Product: [C:136]([O:140][C:141](=[O:142])[NH:143][C@@H:144]1[CH2:148][CH2:147][N:146]([CH2:149][C:150]2[CH:159]=[C:158]3[C:153]([C:154](=[O:174])[N:155]([CH2:161][C:162]4[CH:167]=[C:166]([Cl:168])[CH:165]=[CH:164][C:163]=4[S:169]([CH2:172][CH3:173])(=[O:170])=[O:171])[C:156](=[O:160])[NH:157]3)=[CH:152][C:151]=2[O:175][C:176]([F:179])([F:178])[F:177])[CH2:145]1)([CH3:137])([CH3:138])[CH3:139]. The catalyst class is: 1. (8) Reactant: [F:1][C:2]1[CH:3]=[C:4]([NH2:12])[C:5](=[CH:9][C:10]=1[F:11])[C:6]([OH:8])=O.[CH2:13]([N:20]([CH2:22][C:23]1[CH:28]=[CH:27][CH:26]=[CH:25][CH:24]=1)[NH2:21])[C:14]1[CH:19]=[CH:18][CH:17]=[CH:16][CH:15]=1.Cl.C(N=C=NCCCN(C)C)C. Product: [CH2:22]([N:20]([CH2:13][C:14]1[CH:19]=[CH:18][CH:17]=[CH:16][CH:15]=1)[NH:21][C:6](=[O:8])[C:5]1[CH:9]=[C:10]([F:11])[C:2]([F:1])=[CH:3][C:4]=1[NH2:12])[C:23]1[CH:24]=[CH:25][CH:26]=[CH:27][CH:28]=1. The catalyst class is: 2.